This data is from Peptide-MHC class I binding affinity with 185,985 pairs from IEDB/IMGT. The task is: Regression. Given a peptide amino acid sequence and an MHC pseudo amino acid sequence, predict their binding affinity value. This is MHC class I binding data. (1) The peptide sequence is SLLHESTLK. The MHC is HLA-B39:01 with pseudo-sequence HLA-B39:01. The binding affinity (normalized) is 0.0847. (2) The peptide sequence is NHYLCLNCL. The MHC is HLA-B35:01 with pseudo-sequence HLA-B35:01. The binding affinity (normalized) is 0.0847. (3) The peptide sequence is VQPPQLTLQV. The MHC is HLA-B45:01 with pseudo-sequence HLA-B45:01. The binding affinity (normalized) is 0.